Task: Predict the product of the given reaction.. Dataset: Forward reaction prediction with 1.9M reactions from USPTO patents (1976-2016) (1) Given the reactants N1(C([O-])=O)CCC[CH2:2]1.[CH2:9]([C@@H:16]1[CH2:20]OC(=O)N1C(=O)CC1C=CC(C(F)(F)F)=C(F)C=1)[C:10]1C=CC=[CH:12][CH:11]=1.C(N(C(C)C)CC)(C)C.COC1CCCN1[C:52]([O:54][C:55]([CH3:58])(C)C)=[O:53], predict the reaction product. The product is: [CH3:20][CH2:16][CH2:9][CH2:10][CH2:11][CH3:12].[C:52]([O:54][CH2:55][CH3:58])(=[O:53])[CH3:2]. (2) The product is: [Cl:28][C:24]1[C:23]([CH3:29])=[C:22]([N:15]([CH2:16][CH:17]2[CH2:18][CH2:19][CH2:20][CH2:21]2)[C:13](=[O:14])[NH:12][C:10]2[S:11][C:7]([S:6][CH2:5][C:4]([OH:30])=[O:3])=[CH:8][N:9]=2)[CH:27]=[CH:26][CH:25]=1. Given the reactants C([O:3][C:4](=[O:30])[CH2:5][S:6][C:7]1[S:11][C:10]([NH:12][C:13]([N:15]([C:22]2[CH:27]=[CH:26][CH:25]=[C:24]([Cl:28])[C:23]=2[CH3:29])[CH2:16][CH:17]2[CH2:21][CH2:20][CH2:19][CH2:18]2)=[O:14])=[N:9][CH:8]=1)C.C1(CN(C2C=CC(S(C)(=O)=O)=CC=2)C(=O)NC2SC=C(CC(O)=O)N=2)CCCC1.C1(CNC2C=CC=C(Cl)C=2C)CCCC1.C(OC(=O)CSC1SC(N)=NC=1)C, predict the reaction product.